The task is: Predict the reactants needed to synthesize the given product.. This data is from Full USPTO retrosynthesis dataset with 1.9M reactions from patents (1976-2016). (1) Given the product [C:24]([C:23]1[CH:22]=[C:21]([F:20])[C:28]([O:1][C:2]2[CH:12]=[CH:11][CH:10]=[C:9]([CH3:13])[C:3]=2[C:4]([O:6][CH2:7][CH3:8])=[O:5])=[C:27]([F:30])[CH:26]=1)#[N:25], predict the reactants needed to synthesize it. The reactants are: [OH:1][C:2]1[CH:12]=[CH:11][CH:10]=[C:9]([CH3:13])[C:3]=1[C:4]([O:6][CH2:7][CH3:8])=[O:5].C(=O)([O-])[O-].[K+].[K+].[F:20][C:21]1[CH:22]=[C:23]([CH:26]=[C:27]([F:30])[C:28]=1F)[C:24]#[N:25]. (2) Given the product [CH2:16]([O:15][C:13](=[O:14])[CH:12]([CH:18]1[CH2:23][CH2:22][CH2:21][C:20](=[O:27])[CH2:19]1)[C:11]([O:10][CH2:8][CH3:9])=[O:28])[CH3:17], predict the reactants needed to synthesize it. The reactants are: C1(=O)CCCC=C1.[CH2:8]([O:10][C:11](=[O:28])[CH:12]([CH:18]1[CH2:23][CH2:22][CH:21](CCC)[C:20](=[O:27])[CH2:19]1)[C:13]([O:15][CH2:16][CH3:17])=[O:14])[CH3:9].